This data is from Reaction yield outcomes from USPTO patents with 853,638 reactions. The task is: Predict the reaction yield, written as a fraction of the theoretical maximum amount of product (1.0 means a 100% yield; for example, 0.34 means a 34% yield). The reactants are [N+:1]([C:4]1[CH:5]=[N:6][NH:7][CH:8]=1)([O-:3])=[O:2].C(=O)([O-])[O-].[K+].[K+].[Cl:15][C:16]1[CH:21]=[CH:20][C:19]([CH2:22]Cl)=[CH:18][C:17]=1[Cl:24]. The catalyst is CN(C=O)C. The product is [Cl:24][C:17]1[CH:18]=[C:19]([CH2:22][N:6]2[CH:5]=[C:4]([N+:1]([O-:3])=[O:2])[CH:8]=[N:7]2)[CH:20]=[CH:21][C:16]=1[Cl:15]. The yield is 0.880.